This data is from Peptide-MHC class II binding affinity with 134,281 pairs from IEDB. The task is: Regression. Given a peptide amino acid sequence and an MHC pseudo amino acid sequence, predict their binding affinity value. This is MHC class II binding data. (1) The peptide sequence is EGKVVQYENLKYTVI. The MHC is DRB1_0401 with pseudo-sequence DRB1_0401. The binding affinity (normalized) is 0.332. (2) The peptide sequence is LKESWGAIWRI. The MHC is DRB1_0301 with pseudo-sequence DRB1_0301. The binding affinity (normalized) is 0.0712.